This data is from Catalyst prediction with 721,799 reactions and 888 catalyst types from USPTO. The task is: Predict which catalyst facilitates the given reaction. (1) Reactant: [H-].[Na+].C([CH:5](CC)[C:6](=[O:11])[CH2:7][C:8]([NH2:10])=[O:9])C.[CH2:14]([Li])[CH2:15]CC.[CH:19]1([C:22]2[C:31]([CH:32]=[CH:33][C:34](N(OC)C)=[O:35])=[C:30]([C:40]3[CH:45]=[CH:44][C:43]([F:46])=[CH:42][CH:41]=3)[C:29]3[C:24](=[CH:25][CH:26]=[CH:27][CH:28]=3)[N:23]=2)[CH2:21][CH2:20]1.[C:47](O)(=O)[CH3:48].[Na+].[Cl-]. Product: [CH2:14]([N:10]([CH2:47][CH3:48])[C:8](=[O:9])[CH2:7][C:6](=[O:11])[CH2:5][C:34](=[O:35])/[CH:33]=[CH:32]/[C:31]1[C:22]([CH:19]2[CH2:20][CH2:21]2)=[N:23][C:24]2[C:29]([C:30]=1[C:40]1[CH:41]=[CH:42][C:43]([F:46])=[CH:44][CH:45]=1)=[CH:28][CH:27]=[CH:26][CH:25]=2)[CH3:15]. The catalyst class is: 30. (2) Reactant: N[C:2]1[CH:23]=[CH:22][C:5]([O:6][C:7]2[CH:12]=[CH:11][N:10]=[C:9]3[CH:13]=[C:14]([C:16]([NH:18][N:19]([CH3:21])[CH3:20])=[O:17])[S:15][C:8]=23)=[C:4]([F:24])[CH:3]=1.[CH3:25][O:26][C:27]1[CH:32]=[CH:31][CH:30]=[CH:29][C:28]=1[NH:33][C:34](=[O:39])[CH2:35][C:36]([OH:38])=O.C(Cl)CCl.C[N:45](C=O)C. Product: [CH3:20][N:19]([CH3:21])[NH:18][C:16]([C:14]1[S:15][C:8]2[C:9](=[N:10][CH:11]=[CH:12][C:7]=2[O:6][C:5]2[CH:22]=[CH:23][C:2]([N:33]([C:28]3[CH:29]=[CH:30][CH:31]=[CH:32][C:27]=3[O:26][CH3:25])[C:34](=[O:39])[CH2:35][C:36]([NH2:45])=[O:38])=[CH:3][C:4]=2[F:24])[CH:13]=1)=[O:17]. The catalyst class is: 25. (3) The catalyst class is: 432. Reactant: N1C2C(=CC=C3C=2N=CC=C3)C=CC=1.[SH:15][CH:16]1[CH2:21][CH2:20][N:19]([C:22]([O:24][C:25]([CH3:28])([CH3:27])[CH3:26])=[O:23])[CH2:18][CH2:17]1.[CH3:29][O:30][C:31]1[CH:58]=[CH:57][C:34]([CH2:35][N:36]2[C:40]3=[N:41][CH:42]=[CH:43][C:44]([O:45][C:46]4[CH:51]=[CH:50][C:49]([N+:52]([O-])=O)=[CH:48][C:47]=4[F:55])=[C:39]3[C:38](I)=[N:37]2)=[CH:33][CH:32]=1.[F-].[K+]. Product: [CH3:29][O:30][C:31]1[CH:32]=[CH:33][C:34]([CH2:35][N:36]2[C:40]3=[N:41][CH:42]=[CH:43][C:44]([O:45][C:46]4[CH:51]=[CH:50][C:49]([NH2:52])=[CH:48][C:47]=4[F:55])=[C:39]3[C:38]([S:15][CH:16]3[CH2:17][CH2:18][N:19]([C:22]([O:24][C:25]([CH3:28])([CH3:27])[CH3:26])=[O:23])[CH2:20][CH2:21]3)=[N:37]2)=[CH:57][CH:58]=1. (4) Reactant: [NH:1]1[C:5]2[CH:6]=[CH:7][CH:8]=[CH:9][C:4]=2[N:3]=[C:2]1[C@@H:10]1[CH2:14][CH2:13][CH2:12][N:11]1[C:15]([C@H:17]([CH2:22][CH2:23][CH2:24][CH3:25])[CH2:18][C:19]([OH:21])=O)=[O:16].[NH3:26]. Product: [NH:3]1[C:4]2[CH:9]=[CH:8][CH:7]=[CH:6][C:5]=2[N:1]=[C:2]1[C@@H:10]1[CH2:14][CH2:13][CH2:12][N:11]1[C:15]([C@H:17]([CH2:22][CH2:23][CH2:24][CH3:25])[CH2:18][C:19]([NH2:26])=[O:21])=[O:16]. The catalyst class is: 5. (5) Reactant: [Br:1][C:2]1[CH:3]=[CH:4][C:5]([O:12][CH3:13])=[C:6]([S:8](Cl)(=[O:10])=[O:9])[CH:7]=1.CCN(CC)CC.[NH2:21][CH:22]1[CH2:27][CH2:26][O:25][CH2:24][CH2:23]1. Product: [Br:1][C:2]1[CH:3]=[CH:4][C:5]([O:12][CH3:13])=[C:6]([S:8]([NH:21][CH:22]2[CH2:27][CH2:26][O:25][CH2:24][CH2:23]2)(=[O:10])=[O:9])[CH:7]=1. The catalyst class is: 1.